From a dataset of Reaction yield outcomes from USPTO patents with 853,638 reactions. Predict the reaction yield, written as a fraction of the theoretical maximum amount of product (1.0 means a 100% yield; for example, 0.34 means a 34% yield). (1) The reactants are Br[C:2]1[CH:6]=[CH:5][S:4][C:3]=1[C:7]([N:9]([C:17]1[CH:22]=[CH:21][C:20]([O:23][CH3:24])=[CH:19][C:18]=1[CH3:25])C(=O)OC(C)(C)C)=[O:8]. The catalyst is CC(C)([P](C(C)(C)C)([Pd][P](C(C)(C)C)(C(C)(C)C)C(C)(C)C)C(C)(C)C)C. The product is [CH3:24][O:23][C:20]1[CH:19]=[C:18]([CH3:25])[C:17]2[NH:9][C:7](=[O:8])[C:3]3[S:4][CH:5]=[CH:6][C:2]=3[C:22]=2[CH:21]=1. The yield is 0.850. (2) The reactants are [OH:1][C:2]1[C:9](O)=[CH:8][CH:7]=[CH:6][C:3]=1[CH:4]=[O:5].[H-].[Na+].[Cl:13][C:14]1[CH:21]=[CH:20][C:17]([CH2:18]Br)=[CH:16][CH:15]=1.CN(C)[CH:24]=[O:25]. The catalyst is O1CCCC1. The product is [Cl:13][C:14]1[CH:21]=[CH:20][C:17]([CH2:18][O:1][C:2]2[C:9]([O:25][CH2:24][C:17]3[CH:20]=[CH:21][C:14]([Cl:13])=[CH:15][CH:16]=3)=[CH:8][CH:7]=[CH:6][C:3]=2[CH:4]=[O:5])=[CH:16][CH:15]=1. The yield is 0.460.